Task: Regression. Given two drug SMILES strings and cell line genomic features, predict the synergy score measuring deviation from expected non-interaction effect.. Dataset: NCI-60 drug combinations with 297,098 pairs across 59 cell lines (1) Drug 1: CC1C(C(CC(O1)OC2CC(CC3=C2C(=C4C(=C3O)C(=O)C5=C(C4=O)C(=CC=C5)OC)O)(C(=O)CO)O)N)O.Cl. Drug 2: COC1=CC(=CC(=C1O)OC)C2C3C(COC3=O)C(C4=CC5=C(C=C24)OCO5)OC6C(C(C7C(O6)COC(O7)C8=CC=CS8)O)O. Cell line: HS 578T. Synergy scores: CSS=53.9, Synergy_ZIP=0.0383, Synergy_Bliss=0.412, Synergy_Loewe=-1.68, Synergy_HSA=2.49. (2) Drug 1: C1=NNC2=C1C(=O)NC=N2. Drug 2: C1CN(P(=O)(OC1)NCCCl)CCCl. Cell line: RXF 393. Synergy scores: CSS=3.88, Synergy_ZIP=0.203, Synergy_Bliss=-1.82, Synergy_Loewe=-1.53, Synergy_HSA=-1.81. (3) Synergy scores: CSS=15.5, Synergy_ZIP=-3.31, Synergy_Bliss=0.485, Synergy_Loewe=-0.844, Synergy_HSA=0.0410. Drug 1: C(CCl)NC(=O)N(CCCl)N=O. Drug 2: CC12CCC3C(C1CCC2OP(=O)(O)O)CCC4=C3C=CC(=C4)OC(=O)N(CCCl)CCCl.[Na+]. Cell line: OVCAR-5. (4) Synergy scores: CSS=36.4, Synergy_ZIP=-0.797, Synergy_Bliss=-1.05, Synergy_Loewe=0.174, Synergy_HSA=0.147. Drug 2: CCCCC(=O)OCC(=O)C1(CC(C2=C(C1)C(=C3C(=C2O)C(=O)C4=C(C3=O)C=CC=C4OC)O)OC5CC(C(C(O5)C)O)NC(=O)C(F)(F)F)O. Cell line: SW-620. Drug 1: CC1OCC2C(O1)C(C(C(O2)OC3C4COC(=O)C4C(C5=CC6=C(C=C35)OCO6)C7=CC(=C(C(=C7)OC)O)OC)O)O. (5) Cell line: T-47D. Drug 1: C1=NC2=C(N1)C(=S)N=CN2. Synergy scores: CSS=42.4, Synergy_ZIP=-7.72, Synergy_Bliss=-7.13, Synergy_Loewe=-3.12, Synergy_HSA=-1.39. Drug 2: CC1C(C(CC(O1)OC2CC(CC3=C2C(=C4C(=C3O)C(=O)C5=C(C4=O)C(=CC=C5)OC)O)(C(=O)CO)O)N)O.Cl.